Dataset: Experimentally validated miRNA-target interactions with 360,000+ pairs, plus equal number of negative samples. Task: Binary Classification. Given a miRNA mature sequence and a target amino acid sequence, predict their likelihood of interaction. The miRNA is hsa-miR-142-5p with sequence CAUAAAGUAGAAAGCACUACU. The protein sequence of the target gene is MPRIMIKGGVWRNTEDEILKAAVMKYGKNQWSRIASLLHRKSAKQCKARWYEWLDPSIKKTEWSREEEEKLLHLAKLMPTQWRTIAPIIGRTAAQCLEHYEFLLDKAAQRDNEEETTDDPRKLKPGEIDPNPETKPARPDPIDMDEDELEMLSEARARLANTQGKKAKRKAREKQLEEARRLAALQKRRELRAAGIEIQKKRKRKRGVDYNAEIPFEKKPALGFYDTSEENYQALDADFRKLRQQDLDGELRSEKEGRDRKKDKQHLKRKKESDLPSAILQTSGVSEFTKKRSKLVLPAP.... Result: 0 (no interaction).